Dataset: Forward reaction prediction with 1.9M reactions from USPTO patents (1976-2016). Task: Predict the product of the given reaction. (1) The product is: [Br:8][C:5]1[CH:6]=[CH:7][C:2]([N:10]2[CH2:14][CH2:13][CH:12]([OH:15])[CH2:11]2)=[N:3][CH:4]=1. Given the reactants Br[C:2]1[CH:7]=[CH:6][C:5]([Br:8])=[CH:4][N:3]=1.Cl.[NH:10]1[CH2:14][CH2:13][CH:12]([OH:15])[CH2:11]1.C(N(C(C)C)CC)(C)C, predict the reaction product. (2) Given the reactants Cl.C([O:6][C:7](=[O:37])[CH2:8][N:9]([S:19]([C:22]1[CH:31]=[C:30]2[C:25]([C:26]([Cl:36])=[CH:27][N:28]=[C:29]2[NH:32][C:33]([NH2:35])=[NH:34])=[CH:24][CH:23]=1)(=[O:21])=[O:20])[CH2:10][C:11]1[CH:16]=[CH:15][CH:14]=[C:13]([O:17][CH3:18])[CH:12]=1)(C)(C)C, predict the reaction product. The product is: [Cl:36][C:26]1[C:25]2[C:30](=[CH:31][C:22]([S:19]([N:9]([CH2:10][C:11]3[CH:16]=[CH:15][CH:14]=[C:13]([O:17][CH3:18])[CH:12]=3)[CH2:8][C:7]([OH:37])=[O:6])(=[O:20])=[O:21])=[CH:23][CH:24]=2)[C:29]([NH:32][C:33]([NH2:35])=[NH:34])=[N:28][CH:27]=1. (3) Given the reactants [Br:1][C:2]1[CH:23]=[CH:22][C:5]([O:6][C:7]2[N:16]=[C:15]([F:17])[C:14]([Si:18]([CH3:21])([CH3:20])[CH3:19])=[CH:13][C:8]=2[C:9]([O:11]C)=O)=[C:4](I)[CH:3]=1.C([Mg]Cl)(C)C, predict the reaction product. The product is: [Br:1][C:2]1[CH:3]=[C:4]2[C:5](=[CH:22][CH:23]=1)[O:6][C:7]1=[N:16][C:15]([F:17])=[C:14]([Si:18]([CH3:19])([CH3:21])[CH3:20])[CH:13]=[C:8]1[C:9]2=[O:11]. (4) Given the reactants [Cl:1][C:2]1[CH:7]=[CH:6][CH:5]=[CH:4][C:3]=1[CH2:8][C:9]([OH:11])=[O:10].[Li+].[CH3:13]C([N-]C(C)C)C.CCCCCCC.C(C1C=CC=CC=1)C.CI.Cl, predict the reaction product. The product is: [Cl:1][C:2]1[CH:7]=[CH:6][CH:5]=[CH:4][C:3]=1[CH:8]([CH3:13])[C:9]([OH:11])=[O:10]. (5) Given the reactants [H-].[Na+].[Cl:3][C:4]1[C:5](F)=[C:6]([CH:14]=[CH:15][C:16]=1[F:17])[C:7]([N:9]([CH2:11][CH2:12][OH:13])[CH3:10])=[O:8].O.[CH3:20]N(C=O)C, predict the reaction product. The product is: [Cl:3][C:4]1[C:5]2[O:13][CH2:12][CH2:11][N:9]([CH2:10][CH3:20])[C:7](=[O:8])[C:6]=2[CH:14]=[CH:15][C:16]=1[F:17]. (6) Given the reactants Br[C:2]1[N:10]2[C:5]([CH:6]=[N:7][C:8]([NH:11][C:12]3[CH:17]=[CH:16][C:15]([N:18]4[CH2:23][CH2:22][N:21]([CH3:24])[CH2:20][CH2:19]4)=[CH:14][CH:13]=3)=[N:9]2)=[CH:4][CH:3]=1.[CH3:25][O:26][CH2:27][C:28]1[CH:33]=[CH:32][C:31](B(O)O)=[CH:30][CH:29]=1.C1(P(C2C=CC=CC=2)C2C=CC=CC=2)C=CC=CC=1.CN(C)C=O.O1CCOCC1.C(=O)([O-])[O-].[Na+].[Na+].O, predict the reaction product. The product is: [CH3:25][O:26][CH2:27][C:28]1[CH:33]=[CH:32][C:31]([C:2]2[N:10]3[C:5]([CH:6]=[N:7][C:8]([NH:11][C:12]4[CH:17]=[CH:16][C:15]([N:18]5[CH2:19][CH2:20][N:21]([CH3:24])[CH2:22][CH2:23]5)=[CH:14][CH:13]=4)=[N:9]3)=[CH:4][CH:3]=2)=[CH:30][CH:29]=1.